From a dataset of Full USPTO retrosynthesis dataset with 1.9M reactions from patents (1976-2016). Predict the reactants needed to synthesize the given product. (1) Given the product [CH3:8][C:9]1[N:14]=[C:13]2[N:15]([CH:24]3[CH2:29][CH2:28][NH:27][CH2:26][CH2:25]3)[C:16]([C:18]3[CH:23]=[CH:22][CH:21]=[CH:20][CH:19]=3)=[N:17][C:12]2=[CH:11][CH:10]=1, predict the reactants needed to synthesize it. The reactants are: C(O)(C(F)(F)F)=O.[CH3:8][C:9]1[N:14]=[C:13]2[N:15]([CH:24]3[CH2:29][CH2:28][N:27](C(OC(C)(C)C)=O)[CH2:26][CH2:25]3)[C:16]([C:18]3[CH:23]=[CH:22][CH:21]=[CH:20][CH:19]=3)=[N:17][C:12]2=[CH:11][CH:10]=1.C([O-])(O)=O.[Na+]. (2) Given the product [Br:13][C:14]1[CH:15]=[C:16]([C:20]2[N:21]=[C:1]([CH2:2][CH2:3][CH3:4])[NH:6][N:7]=2)[CH:17]=[CH:18][CH:19]=1, predict the reactants needed to synthesize it. The reactants are: [C:1]([NH:6][NH2:7])(=O)[CH2:2][CH2:3][CH3:4].C([O-])(=O)C.[NH4+].[Br:13][C:14]1[CH:15]=[C:16]([C:20](SC)=[NH:21])[CH:17]=[CH:18][CH:19]=1.